From a dataset of Forward reaction prediction with 1.9M reactions from USPTO patents (1976-2016). Predict the product of the given reaction. (1) The product is: [CH3:1][O:2][C:3]([C:5]1[C:6](=[O:16])[O:7][C:8]2[CH:9]=[C:10]([O:15][CH2:24][CH2:23][C:17]3[CH:22]=[CH:21][CH:20]=[CH:19][CH:18]=3)[CH:11]=[CH:12][C:13]=2[CH:14]=1)=[O:4]. Given the reactants [CH3:1][O:2][C:3]([C:5]1[C:6](=[O:16])[O:7][C:8]2[C:13]([CH:14]=1)=[CH:12][CH:11]=[C:10]([OH:15])[CH:9]=2)=[O:4].[C:17]1([CH2:23][CH2:24]O)[CH:22]=[CH:21][CH:20]=[CH:19][CH:18]=1.C1(P(C2C=CC=CC=2)C2C=CC=CC=2)C=CC=CC=1.N(C(OCC)=O)=NC(OCC)=O, predict the reaction product. (2) Given the reactants [CH2:1]([C@@H:4]1[C@@H:8]([O:9][CH2:10][C:11]2[CH:16]=[CH:15][CH:14]=[CH:13][CH:12]=2)[C@H:7]([O:17][CH2:18][C:19]2[CH:24]=[CH:23][CH:22]=[CH:21][CH:20]=2)[C@@H:6]([CH2:25][O:26][CH2:27][C:28]2[CH:33]=[CH:32][CH:31]=[CH:30][CH:29]=2)[N:5]1O)[CH:2]=[CH2:3].[CH3:35][C:36]([O:39][C:40](O[C:40]([O:39][C:36]([CH3:38])([CH3:37])[CH3:35])=[O:41])=[O:41])([CH3:38])[CH3:37].CCN(C(C)C)C(C)C, predict the reaction product. The product is: [CH2:1]([C@@H:4]1[C@@H:8]([O:9][CH2:10][C:11]2[CH:16]=[CH:15][CH:14]=[CH:13][CH:12]=2)[C@H:7]([O:17][CH2:18][C:19]2[CH:24]=[CH:23][CH:22]=[CH:21][CH:20]=2)[C@@H:6]([CH2:25][O:26][CH2:27][C:28]2[CH:33]=[CH:32][CH:31]=[CH:30][CH:29]=2)[N:5]1[C:40]([O:39][C:36]([CH3:38])([CH3:37])[CH3:35])=[O:41])[CH:2]=[CH2:3]. (3) Given the reactants [NH2:1][C@@H:2]([CH3:18])[CH2:3][N:4]1[CH:8]=[CH:7][C:6]([C:9]2[CH:16]=[CH:15][C:12]([C:13]#[N:14])=[C:11]([Cl:17])[CH:10]=2)=[N:5]1.[N:19]1[N:27]2[C:22]([CH2:23][O:24][CH2:25][CH2:26]2)=[CH:21][C:20]=1[C:28](O)=[O:29], predict the reaction product. The product is: [Cl:17][C:11]1[CH:10]=[C:9]([C:6]2[CH:7]=[CH:8][N:4]([CH2:3][C@@H:2]([NH:1][C:28]([C:20]3[CH:21]=[C:22]4[CH2:23][O:24][CH2:25][CH2:26][N:27]4[N:19]=3)=[O:29])[CH3:18])[N:5]=2)[CH:16]=[CH:15][C:12]=1[C:13]#[N:14]. (4) The product is: [Br:1][C:2]1[CH:7]=[C:6]([F:8])[C:5]([F:9])=[CH:4][C:3]=1[N:10]([CH3:18])[C:11](=[O:17])[O:12][C:13]([CH3:14])([CH3:16])[CH3:15]. Given the reactants [Br:1][C:2]1[CH:7]=[C:6]([F:8])[C:5]([F:9])=[CH:4][C:3]=1[NH:10][C:11](=[O:17])[O:12][C:13]([CH3:16])([CH3:15])[CH3:14].[C:18](=O)([O-])[O-].[Cs+].[Cs+].IC, predict the reaction product. (5) Given the reactants Br[C:2]1[C:11]2[C:6](=[CH:7][CH:8]=[CH:9][CH:10]=2)[CH:5]=[N:4][CH:3]=1.[CH2:12]([Sn](CCCC)(CCCC)CCCC)[CH:13]=[CH2:14], predict the reaction product. The product is: [CH2:14]([C:2]1[C:11]2[C:6](=[CH:7][CH:8]=[CH:9][CH:10]=2)[CH:5]=[N:4][CH:3]=1)[CH:13]=[CH2:12]. (6) Given the reactants [CH3:1][O:2][C:3]1[CH:12]=[CH:11][C:10]2[C:5](=[CH:6][CH:7]=[CH:8][CH:9]=2)[C:4]=1[C:13]([O:15][CH3:16])=[O:14].C(O)(C)(C)C.[K].[CH2:23](I)[CH2:24][CH:25]([CH3:27])[CH3:26], predict the reaction product. The product is: [CH3:1][O:2][C:3]1[C:4]([CH2:23][CH2:24][CH:25]([CH3:27])[CH3:26])([C:13]([O:15][CH3:16])=[O:14])[C:5]2[C:10]([CH2:11][CH:12]=1)=[CH:9][CH:8]=[CH:7][CH:6]=2. (7) The product is: [CH3:31][O:30][C:19]1[C:18]2[N:17]=[C:16]([NH2:15])[N:25]3[CH2:26][CH2:27][N:28]=[C:24]3[C:23]=2[CH:22]=[CH:21][C:20]=1[O:29][CH2:43][C@H:44]1[CH2:45][O:46]1. Given the reactants FC(F)(F)C(O)=O.FC(F)(F)C(O)=O.[NH2:15][C:16]1[N:25]2[CH2:26][CH2:27][N:28]=[C:24]2[C:23]2[CH:22]=[CH:21][C:20]([OH:29])=[C:19]([O:30][CH3:31])[C:18]=2[N:17]=1.C(=O)([O-])[O-].[Cs+].[Cs+].CS(O[CH2:43][C@@H:44]1[O:46][CH2:45]1)(=O)=O, predict the reaction product. (8) Given the reactants N#N.[N+:3]([C:6]1[CH:10]=[N:9][NH:8][N:7]=1)([O-:5])=[O:4].[CH3:11][O:12][C:13]([C:15]1[O:16][C:17]([CH2:20]Cl)=[CH:18][CH:19]=1)=[O:14].C([O-])([O-])=O.[K+].[K+].[Br-], predict the reaction product. The product is: [CH3:11][O:12][C:13]([C:15]1[O:16][C:17]([CH2:20][N:8]2[N:7]=[C:6]([N+:3]([O-:5])=[O:4])[CH:10]=[N:9]2)=[CH:18][CH:19]=1)=[O:14]. (9) Given the reactants N[C:2]1[CH:9]=[C:8]([C:10]([F:13])([F:12])[F:11])[C:7]([CH3:14])=[CH:6][C:3]=1[C:4]#[N:5].N(OCCC(C)C)=O, predict the reaction product. The product is: [CH3:14][C:7]1[CH:6]=[C:3]([CH:2]=[CH:9][C:8]=1[C:10]([F:11])([F:12])[F:13])[C:4]#[N:5].